This data is from Reaction yield outcomes from USPTO patents with 853,638 reactions. The task is: Predict the reaction yield, written as a fraction of the theoretical maximum amount of product (1.0 means a 100% yield; for example, 0.34 means a 34% yield). (1) The reactants are [Cl:1][C:2]1[CH:7]=[CH:6][C:5]([S:8]([N:11]2[C:20]3[C:15](=[N:16][CH:17]=[CH:18][CH:19]=3)[C:14](=C)[CH2:13][CH:12]2[CH3:22])(=[O:10])=[O:9])=[CH:4][CH:3]=1.CC[C@H]1[C@H]2C[C@H]([C@H](OC3C4C(=CC=CC=4)C(O[C@H](C4C=CN=C5C=4C=C(OC)C=C5)[C@@H]4N5C[C@H](CC)[C@@H](CC5)C4)=NN=3)C3C=CN=C4C=3C=C([O:44]C)C=C4)N(CC2)C1.S([O-])([O-])=O.[Na+].[Na+].I([O-])(=O)(=O)=O.[Na+]. The catalyst is O1CCOCC1.O.C(Cl)Cl.C(O)(C)(C)C. The product is [Cl:1][C:2]1[CH:7]=[CH:6][C:5]([S:8]([N:11]2[C:20]3[C:15](=[N:16][CH:17]=[CH:18][CH:19]=3)[C:14](=[O:44])[CH2:13][CH:12]2[CH3:22])(=[O:10])=[O:9])=[CH:4][CH:3]=1. The yield is 0.610. (2) The reactants are [C:1]([Si:5]([CH3:21])([CH3:20])[O:6][CH2:7][CH2:8][NH:9][C:10]1[N:18]=[C:17]([Cl:19])[CH:16]=[CH:15][C:11]=1[C:12]([NH2:14])=O)([CH3:4])([CH3:3])[CH3:2].N1C=CC=CC=1.O=P(Cl)(Cl)Cl.[OH-].[Na+]. The catalyst is C(#N)C.CCOC(C)=O. The product is [C:1]([Si:5]([CH3:21])([CH3:20])[O:6][CH2:7][CH2:8][NH:9][C:10]1[N:18]=[C:17]([Cl:19])[CH:16]=[CH:15][C:11]=1[C:12]#[N:14])([CH3:4])([CH3:3])[CH3:2]. The yield is 0.780. (3) The reactants are [C:1]([C:5]1[N:6]([CH3:17])[C:7]2[C:12]([CH:13]=1)=[CH:11][C:10]([N+:14]([O-])=O)=[CH:9][CH:8]=2)([CH3:4])([CH3:3])[CH3:2]. The catalyst is CO.[Ni]. The product is [C:1]([C:5]1[N:6]([CH3:17])[C:7]2[C:12]([CH:13]=1)=[CH:11][C:10]([NH2:14])=[CH:9][CH:8]=2)([CH3:4])([CH3:2])[CH3:3]. The yield is 0.660.